Dataset: Reaction yield outcomes from USPTO patents with 853,638 reactions. Task: Predict the reaction yield, written as a fraction of the theoretical maximum amount of product (1.0 means a 100% yield; for example, 0.34 means a 34% yield). (1) The reactants are [Cl:1][C:2]1[CH:3]=[N:4][N:5]([CH3:41])[C:6]=1[C:7]1[CH:8]=[C:9]([C:14]([NH:16][C@@H:17]([CH2:30][C:31]2[CH:36]=[CH:35][CH:34]=[CH:33][C:32]=2[C:37]([F:40])([F:39])[F:38])[CH2:18][N:19]2C(=O)C3C(=CC=CC=3)C2=O)=[O:15])[S:10][C:11]=1[CH2:12][CH3:13].NN. The catalyst is O1CCCC1.CO. The product is [NH2:19][CH2:18][C@@H:17]([NH:16][C:14]([C:9]1[S:10][C:11]([CH2:12][CH3:13])=[C:7]([C:6]2[N:5]([CH3:41])[N:4]=[CH:3][C:2]=2[Cl:1])[CH:8]=1)=[O:15])[CH2:30][C:31]1[CH:36]=[CH:35][CH:34]=[CH:33][C:32]=1[C:37]([F:40])([F:39])[F:38]. The yield is 0.570. (2) The reactants are [C:1]12([CH2:11][O:12][C:13]3[CH:20]=[CH:19][C:16]([C:17]#[N:18])=[CH:15][C:14]=3Br)[CH2:10][CH:5]3[CH2:6][CH:7]([CH2:9][CH:3]([CH2:4]3)[CH2:2]1)[CH2:8]2.C(=O)([O-])[O-].[K+].[K+].[CH3:28][O:29][C:30]1[C:35](B(O)O)=[CH:34][CH:33]=[CH:32][N:31]=1. The catalyst is O1CCOCC1.C1C=CC([P]([Pd]([P](C2C=CC=CC=2)(C2C=CC=CC=2)C2C=CC=CC=2)([P](C2C=CC=CC=2)(C2C=CC=CC=2)C2C=CC=CC=2)[P](C2C=CC=CC=2)(C2C=CC=CC=2)C2C=CC=CC=2)(C2C=CC=CC=2)C2C=CC=CC=2)=CC=1. The product is [C:1]12([CH2:11][O:12][C:13]3[CH:20]=[CH:19][C:16]([C:17]#[N:18])=[CH:15][C:14]=3[C:35]3[C:30]([O:29][CH3:28])=[N:31][CH:32]=[CH:33][CH:34]=3)[CH2:10][CH:5]3[CH2:6][CH:7]([CH2:9][CH:3]([CH2:4]3)[CH2:2]1)[CH2:8]2. The yield is 0.980. (3) The reactants are Br[C:2]1[CH:7]=[CH:6][C:5]([S:8]([N:11]2[CH2:27][CH2:26][C:14]3([O:19][CH2:18][C:17](=[O:20])[N:16]([C:21]4([CH3:25])[CH2:24][CH2:23][CH2:22]4)[CH2:15]3)[CH2:13][CH2:12]2)(=[O:10])=[O:9])=[CH:4][CH:3]=1.CC1(C)C(C)(C)OB([C:36]2[CH:45]=[C:44]3[C:39]([CH:40]=[CH:41][CH:42]=[N:43]3)=[CH:38][CH:37]=2)O1.C(=O)([O-])[O-].[K+].[K+]. The catalyst is O1CCOCC1.C1C=CC(P(C2C=CC=CC=2)[C-]2C=CC=C2)=CC=1.C1C=CC(P(C2C=CC=CC=2)[C-]2C=CC=C2)=CC=1.Cl[Pd]Cl.[Fe+2].C(Cl)Cl. The product is [CH3:25][C:21]1([N:16]2[CH2:15][C:14]3([CH2:26][CH2:27][N:11]([S:8]([C:5]4[CH:6]=[CH:7][C:2]([C:36]5[CH:45]=[C:44]6[C:39]([CH:40]=[CH:41][CH:42]=[N:43]6)=[CH:38][CH:37]=5)=[CH:3][CH:4]=4)(=[O:10])=[O:9])[CH2:12][CH2:13]3)[O:19][CH2:18][C:17]2=[O:20])[CH2:24][CH2:23][CH2:22]1. The yield is 0.540. (4) The reactants are [CH:1]12[O:6][CH:2]1[CH2:3][CH2:4][CH2:5]2.[N-:7]=[N+:8]=[N-:9].[Na+].[NH4+].[Cl-]. The catalyst is CO.O. The product is [N:7]([C@@H:1]1[CH2:5][CH2:4][CH2:3][C@H:2]1[OH:6])=[N+:8]=[N-:9]. The yield is 0.930. (5) The reactants are [C:1]1([SH:7])[CH:6]=[CH:5][CH:4]=[CH:3][CH:2]=1.C([O-])([O-])=O.[K+].[K+].F[C:15]1[CH:22]=[CH:21][C:18]([CH:19]=[O:20])=[CH:17][CH:16]=1.O. The catalyst is CN(C=O)C.CCCCCC. The product is [C:1]1([S:7][C:15]2[CH:22]=[CH:21][C:18]([CH:19]=[O:20])=[CH:17][CH:16]=2)[CH:6]=[CH:5][CH:4]=[CH:3][CH:2]=1. The yield is 0.960. (6) The reactants are COC[O:4][C:5]1[CH:10]=[CH:9][CH:8]=[C:7]([O:11]COC)[C:6]=1[C:15]1[CH:20]=[CH:19][CH:18]=[CH:17][CH:16]=1.Cl.O. The catalyst is CO. The product is [C:6]1([C:15]2[CH:16]=[CH:17][CH:18]=[CH:19][CH:20]=2)[C:5]([OH:4])=[CH:10][CH:9]=[CH:8][C:7]=1[OH:11]. The yield is 0.990. (7) The reactants are [F:1][C:2]1[CH:3]=[CH:4][C:5]2[O:9][CH:8]=[CH:7][C:6]=2[CH:10]=1.CN(C)CCN(C)C.[Li]CCCC.[B:24](OC(C)C)([O:29]C(C)C)[O:25]C(C)C. The catalyst is O1CCCC1. The product is [F:1][C:2]1[CH:3]=[CH:4][C:5]2[O:9][C:8]([B:24]([OH:29])[OH:25])=[CH:7][C:6]=2[CH:10]=1. The yield is 0.260. (8) The product is [CH3:14][S:15]([O:4][CH2:3][CH:2]([CH3:1])[CH2:5][O:6][S:15]([CH3:14])(=[O:17])=[O:16])(=[O:17])=[O:16]. The reactants are [CH3:1][CH:2]([CH2:5][OH:6])[CH2:3][OH:4].CCN(CC)CC.[CH3:14][S:15](Cl)(=[O:17])=[O:16]. The yield is 0.980. The catalyst is C(Cl)Cl. (9) The reactants are O.[OH-].[Li+].[O:4]=[C:5]([C:34]1[N:42]2[C:37]([CH:38]=[CH:39][CH:40]=[CH:41]2)=[CH:36][C:35]=1[C:43]1[CH:48]=[CH:47][CH:46]=[CH:45][CH:44]=1)[C:6]([NH:8][C:9]1[CH:14]=[CH:13][C:12]([N:15]2[CH2:20][CH2:19][N:18]([C:21]3[CH:26]=[C:25]([O:27][CH2:28][CH2:29][O:30]C(=O)C)[CH:24]=[CH:23][N:22]=3)[CH2:17][CH2:16]2)=[CH:11][CH:10]=1)=[O:7]. The catalyst is CO. The product is [OH:30][CH2:29][CH2:28][O:27][C:25]1[CH:24]=[CH:23][N:22]=[C:21]([N:18]2[CH2:19][CH2:20][N:15]([C:12]3[CH:11]=[CH:10][C:9]([NH:8][C:6](=[O:7])[C:5](=[O:4])[C:34]4[N:42]5[C:37]([CH:38]=[CH:39][CH:40]=[CH:41]5)=[CH:36][C:35]=4[C:43]4[CH:48]=[CH:47][CH:46]=[CH:45][CH:44]=4)=[CH:14][CH:13]=3)[CH2:16][CH2:17]2)[CH:26]=1. The yield is 0.440. (10) The reactants are [C:1]([C:5]1[CH:9]=[C:8]([C:10](OCC)=[O:11])[N:7]([CH2:15][C:16]2[CH:21]=[CH:20][C:19]([CH2:22][O:23][CH2:24][O:25][CH3:26])=[CH:18][CH:17]=2)[N:6]=1)([CH3:4])([CH3:3])[CH3:2].[H-].[Al+3].[Li+].[H-].[H-].[H-].C(O)C.[Cl-].[NH4+]. The catalyst is O1CCCC1. The product is [C:1]([C:5]1[CH:9]=[C:8]([CH2:10][OH:11])[N:7]([CH2:15][C:16]2[CH:17]=[CH:18][C:19]([CH2:22][O:23][CH2:24][O:25][CH3:26])=[CH:20][CH:21]=2)[N:6]=1)([CH3:4])([CH3:2])[CH3:3]. The yield is 0.840.